The task is: Binary Classification. Given a miRNA mature sequence and a target amino acid sequence, predict their likelihood of interaction.. This data is from Experimentally validated miRNA-target interactions with 360,000+ pairs, plus equal number of negative samples. (1) The miRNA is mmu-miR-470-5p with sequence UUCUUGGACUGGCACUGGUGAGU. The protein sequence of the target gene is MAVRPGLWPALLGIVLTAWLRGSGAQQSATVANPVPGANPDLLPHFLVEPEDVYIVKNKPVLLVCKAVPATQIFFKCNGEWVRQVDHVIERSTDGSSGLPTMEVRINVSRQQVEKVFGLEEYWCQCVAWSSSGTTKSQKAYIRIAYLRKNFEQEPLAKEVSLEQGIVLPCRPPEGIPPAEVEWLRNEDLVDPSLDPNVYITREHSLVVRQARLADTANYTCVAKNIVARRRSASAAVIVYVNGGWSTWTEWSVCSASCGRGWQKRSRSCTNPAPLNGGAFCEGQNVQKTACATLCPVDGS.... Result: 0 (no interaction). (2) The miRNA is hsa-miR-10b-5p with sequence UACCCUGUAGAACCGAAUUUGUG. The protein sequence of the target gene is MLQGTCSVLLLWGILGAIQAQQQEVISPDTTERNNNCPEKTDCPIHVYFVLDTSESVTMQSPTDILLFHMKQFVPQFISQLQNEFYLDQVALSWRYGGLHFSDQVEVFSPPGSDRASFIKNLQGISSFRRGTFTDCALANMTEQIRQDRSKGTVHFAVVITDGHVTGSPCGGIKLQAERAREEGIRLFAVAPNQNLKEQGLRDIASTPHELYRNDYATMLPDSTEIDQDTINRIIKVMKHEAYGECYKVSCLEIPGPSGPKGYRGQKGAKGNMGEPGEPGQKGRQGDPGIEGPIGFPGPK.... Result: 1 (interaction). (3) The miRNA is mmu-miR-3082-5p with sequence GACAGAGUGUGUGUGUCUGUGU. The protein sequence of the target gene is MSSEMLPASIESPNVEEKLGTSDGEEERQEPRVDAGAEPISKRQLKKLMKQKQWEEQREQRKEKRKEKRKRKKLERRQLESNSDGNDRKRVRRDVARSSLRLVIDCSFDDLMVLKDIKKLHKQIQRCYAENRRASHPVQFYLTSHGGQLKKNMDENDQGWVNWKDIHIKSEHYSELIKKEDLVYLTSDSPNVLKDLDESKAYVIGGLVDHSHHKGLTFKQATSYGIEHAQLPLADFVKMNSRKVLAVNHVFEIILEFLETRDWQEAFFTILPQRKGAVPAHKACESSPQDHQSLPEGWDS.... Result: 1 (interaction). (4) The miRNA is hsa-let-7c-5p with sequence UGAGGUAGUAGGUUGUAUGGUU. The protein sequence of the target gene is MAAAAAAAAATNGTGGSSGMEVDAAVVPSVMACGVTGSVSVALHPLVILNISDHWIRMRSQEGRPVQVIGALIGKQEGRNIEVMNSFELLSHTVEEKIIIDKEYYYTKEEQFKQVFKELEFLGWYTTGGPPDPSDIHVHKQVCEIIESPLFLKLNPMTKHTDLPVSVFESVIDIINGEATMLFAELTYTLATEEAERIGVDHVARMTATGSGENSTVAEHLIAQHSAIKMLHSRVKLILEYVKASEAGEVPFNHEILREAYALCHCLPVLSTDKFKTDFYDQCNDVGLMAYLGTITKTCN.... Result: 1 (interaction). (5) The miRNA is bta-miR-223 with sequence UGUCAGUUUGUCAAAUACCCCA. The protein sequence of the target gene is MPYVDRQNRICGFLDIEENENSGKFLRRYFILDTREDSFVWYMDNPQNLPSGSSRVGAIKLTYISKVSDATKLRPKAEFCFVMNAGMRKYFLQANDQQDLVEWVNVLNKAIKITVPKQSDSQPASDSLSRQGDCGKKQVSYRTDIVGGVPIITPTQKEEVNECGESLDRNNLKRSQSHLPYFAPKPPSDSAVIKAGYCVKQGAVMKNWKRRYFQLDENTIGYFKSELEKEPLRVIPLKEVHKVQECKQSDIMMRDNLFEIVTTSRTFYVQADSPEEMHSWIKAVSGAIVAQRGPGRSSSS.... Result: 0 (no interaction). (6) The miRNA is hsa-miR-7851-3p with sequence UACCUGGGAGACUGAGGUUGGA. The protein sequence of the target gene is MSAWAAASLSRAAARCLLARGPGVRAAPPRDPRPSHPEPRGCGAAPGRTLHFTAAVPAGHNKWSKVRHIKGPKDVERSRIFSKLCLNIRLAVKEGGPNPEHNSNLANILEVCRSKHMPKSTIETALKMEKSKDTYLLYEGRGPGGSSLLIEALSNSSHKCQADIRHILNKNGGVMAVGARHSFDKKGVIVVEVEDREKKAVNLERALEMAIEAGAEDVKETEDEEERNVFKFICDASSLHQVRKKLDSLGLCSVSCALEFIPNSKVQLAEPDLEQAAHLIQALSNHEDVIHVYDNIE. Result: 1 (interaction). (7) The miRNA is hsa-miR-4742-3p with sequence UCUGUAUUCUCCUUUGCCUGCAG. The protein sequence of the target gene is MVEKEEAGGGISEEEAAQYDRQIRLWGLEAQKRLRASRVLLVGLKGLGAEIAKNLILAGVKGLTMLDHEQVTPEDPGAQFLIRTGSVGRNRAEASLERAQNLNPMVDVKVDTEDIEKKPESFFTQFDAVCLTCCSRDVIVKVDQICHKNSIKFFTGDVFGYHGYTFANLGEHEFVEEKTKVAKVSQGVEDGPDTKRAKLDSSETTMVKKKVVFCPVKEALEVDWSSEKAKAALKRTTSDYFLLQVLLKFRTDKGRDPSSDTYEEDSELLLQIRNDVLDSLGISPDLLPEDFVRYCFSEMA.... Result: 0 (no interaction). (8) The miRNA is hsa-miR-2116-3p with sequence CCUCCCAUGCCAAGAACUCCC. The protein sequence of the target gene is MGQSQSGGHGPGGGKKDDKDKKKKYEPPVPTRVGKKKKKTKGPDAASKLPLVTPHTQCRLKLLKLERIKDYLLMEEEFIRNQEQMKPLEEKQEEERSKVDDLRGTPMSVGTLEEIIDDNHAIVSTSVGSEHYVSILSFVDKDLLEPGCSVLLNHKVHAVIGVLMDDTDPLVTVMKVEKAPQETYADIGGLDNQIQEIKESVELPLTHPEYYEEMGIKPPKGVILYGPPGTGKTLLAKAVANQTSATFLRVVGSELIQKYLGDGPKLVRELFRVAEEHAPSIVFIDEIDAIGTKRYDSNSG.... Result: 1 (interaction). (9) The miRNA is mmu-miR-343 with sequence UCUCCCUUCAUGUGCCCAGA. The protein sequence of the target gene is MRSLPFFCRGQVVRGFGRGSKQLGIPTANFPEQVVDNLPADVSTGIYYGWASVGSGDVHKMVVSIGWNPYYKNVKKSMETHIIHTFKEDFYGEILNVAIVGYLRPEKNFDSLESLISAIQGDIEEAKKQLDLPEHLKLKDDNFFQVSKGKIMNGH. Result: 0 (no interaction).